This data is from Full USPTO retrosynthesis dataset with 1.9M reactions from patents (1976-2016). The task is: Predict the reactants needed to synthesize the given product. (1) Given the product [O:1]1[CH2:6][CH2:5][N:4]([C:20](=[O:21])[CH2:19][C:16]2[CH:17]=[CH:18][C:13]([O:12][CH3:11])=[CH:14][CH:15]=2)[C:3]2[CH:7]=[N:8][CH:9]=[CH:10][C:2]1=2, predict the reactants needed to synthesize it. The reactants are: [O:1]1[CH2:6][CH2:5][NH:4][C:3]2[CH:7]=[N:8][CH:9]=[CH:10][C:2]1=2.[CH3:11][O:12][C:13]1[CH:18]=[CH:17][C:16]([CH2:19][C:20](Cl)=[O:21])=[CH:15][CH:14]=1.C(N(CC)CC)C.O. (2) Given the product [Br:1][C:2]1[CH:3]=[CH:4][C:5]([C:8]2[S:12][C:11]([C:13](=[O:25])[CH2:14][CH2:15][C:16]3[CH:21]=[CH:20][C:19]([OH:22])=[C:18]([Cl:23])[C:17]=3[Cl:24])=[CH:10][CH:9]=2)=[CH:6][CH:7]=1, predict the reactants needed to synthesize it. The reactants are: [Br:1][C:2]1[CH:7]=[CH:6][C:5]([C:8]2[S:12][C:11]([C:13](=[O:25])[CH:14]=[CH:15][C:16]3[CH:21]=[CH:20][C:19]([OH:22])=[C:18]([Cl:23])[C:17]=3[Cl:24])=[CH:10][CH:9]=2)=[CH:4][CH:3]=1.C([SiH](CC)CC)C.FC(F)(F)C(O)=O. (3) The reactants are: [N:1]1[C:10]2[C:5](=[CH:6][CH:7]=[CH:8][C:9]=2[S:11](Cl)(=[O:13])=[O:12])[CH:4]=[CH:3][CH:2]=1.[CH2:15]([O:17][C:18]([C:20]1([NH2:29])[CH2:28][C:27]2[C:22](=[CH:23][CH:24]=[CH:25][CH:26]=2)[CH2:21]1)=[O:19])[CH3:16].CCN(C(C)C)C(C)C. Given the product [CH2:15]([O:17][C:18]([C:20]1([NH:29][S:11]([C:9]2[CH:8]=[CH:7][CH:6]=[C:5]3[C:10]=2[N:1]=[CH:2][CH:3]=[CH:4]3)(=[O:13])=[O:12])[CH2:28][C:27]2[C:22](=[CH:23][CH:24]=[CH:25][CH:26]=2)[CH2:21]1)=[O:19])[CH3:16], predict the reactants needed to synthesize it. (4) Given the product [CH3:28][O:27][CH2:31][NH:18][C:3]([C:5]1[CH:6]=[C:7]2[C:12](=[CH:13][CH:14]=1)[N:11]=[CH:10][N:9]=[C:8]2[OH:15])=[O:4], predict the reactants needed to synthesize it. The reactants are: CO[C:3]([C:5]1[CH:6]=[C:7]2[C:12](=[CH:13][CH:14]=1)[N:11]=[CH:10][N:9]=[C:8]2[OH:15])=[O:4].Cl.C[NH:18]OC.Cl.C(=O)(O)[O-].[Na+].[O:27]1[CH2:31]CC[CH2:28]1. (5) Given the product [Br:1][C:2]1[N:6]([CH:7]([CH3:8])[CH3:9])[N:5]=[CH:4][C:3]=1[CH2:10][OH:11], predict the reactants needed to synthesize it. The reactants are: [Br:1][C:2]1[N:6]([CH:7]([CH3:9])[CH3:8])[N:5]=[CH:4][C:3]=1[C:10](OCC)=[O:11].B.CSC.[OH-].[Na+]. (6) Given the product [CH2:1]([O:3][C:4]([C:6]1[C:12]2[NH:13][C:14]3[CH:15]=[CH:16][CH:17]=[C:18]([O:20][CH2:21][C:22]4[CH:23]=[CH:24][CH:25]=[CH:26][CH:27]=4)[C:19]=3[C:11]=2[CH2:10][CH2:9][N:8]([C:33](=[O:34])[C:32]2[CH:36]=[CH:37][C:29]([F:28])=[CH:30][CH:31]=2)[CH:7]=1)=[O:5])[CH3:2], predict the reactants needed to synthesize it. The reactants are: [CH2:1]([O:3][C:4]([C:6]1[C:12]2[NH:13][C:14]3[CH:15]=[CH:16][CH:17]=[C:18]([O:20][CH2:21][C:22]4[CH:27]=[CH:26][CH:25]=[CH:24][CH:23]=4)[C:19]=3[C:11]=2[CH2:10][CH2:9][NH:8][CH:7]=1)=[O:5])[CH3:2].[F:28][C:29]1[CH:37]=[CH:36][C:32]([C:33](Cl)=[O:34])=[CH:31][CH:30]=1.FC1C=C(C=CC=1F)C(Cl)=O. (7) Given the product [Cl:1][C:2]1[CH:3]=[C:4]([CH:16]=[CH:17][CH:18]=1)[C:5]([NH:7][C:8]1[C:9]([N:19]2[CH2:24][CH2:23][CH:22]([CH2:25][CH2:26][OH:27])[CH2:21][CH2:20]2)=[N:10][CH:11]=[C:12]([Cl:14])[CH:13]=1)=[O:6], predict the reactants needed to synthesize it. The reactants are: [Cl:1][C:2]1[CH:3]=[C:4]([CH:16]=[CH:17][CH:18]=1)[C:5]([NH:7][C:8]1[C:9](Cl)=[N:10][CH:11]=[C:12]([Cl:14])[CH:13]=1)=[O:6].[NH:19]1[CH2:24][CH2:23][CH:22]([CH2:25][CH2:26][OH:27])[CH2:21][CH2:20]1. (8) Given the product [Cl:20][C:16]1[N:17]=[C:10]2[N:9]([CH2:8][C:5]3[CH:6]=[N:7][C:2]([Cl:1])=[CH:3][CH:4]=3)[CH:14]=[CH:13][CH:12]=[C:11]2[N:15]=1, predict the reactants needed to synthesize it. The reactants are: [Cl:1][C:2]1[N:7]=[CH:6][C:5]([CH2:8][N:9]2[CH:14]=[CH:13][CH:12]=[C:11]3[N:15]=[C:16](SC)[N:17]=[C:10]23)=[CH:4][CH:3]=1.[ClH:20].